This data is from NCI-60 drug combinations with 297,098 pairs across 59 cell lines. The task is: Regression. Given two drug SMILES strings and cell line genomic features, predict the synergy score measuring deviation from expected non-interaction effect. (1) Cell line: CCRF-CEM. Synergy scores: CSS=9.01, Synergy_ZIP=0.292, Synergy_Bliss=4.37, Synergy_Loewe=-6.99, Synergy_HSA=-1.23. Drug 2: CC12CCC3C(C1CCC2O)C(CC4=C3C=CC(=C4)O)CCCCCCCCCS(=O)CCCC(C(F)(F)F)(F)F. Drug 1: CC1CCC2CC(C(=CC=CC=CC(CC(C(=O)C(C(C(=CC(C(=O)CC(OC(=O)C3CCCCN3C(=O)C(=O)C1(O2)O)C(C)CC4CCC(C(C4)OC)O)C)C)O)OC)C)C)C)OC. (2) Drug 1: CC1=C(C(=O)C2=C(C1=O)N3CC4C(C3(C2COC(=O)N)OC)N4)N. Drug 2: CCC1(C2=C(COC1=O)C(=O)N3CC4=CC5=C(C=CC(=C5CN(C)C)O)N=C4C3=C2)O.Cl. Cell line: NCI-H522. Synergy scores: CSS=-2.73, Synergy_ZIP=-12.4, Synergy_Bliss=-27.0, Synergy_Loewe=-49.1, Synergy_HSA=-27.9. (3) Drug 1: CNC(=O)C1=CC=CC=C1SC2=CC3=C(C=C2)C(=NN3)C=CC4=CC=CC=N4. Drug 2: C1=NC2=C(N=C(N=C2N1C3C(C(C(O3)CO)O)O)F)N. Cell line: HOP-92. Synergy scores: CSS=2.66, Synergy_ZIP=-1.37, Synergy_Bliss=-2.10, Synergy_Loewe=-7.58, Synergy_HSA=-3.99. (4) Drug 1: CN(CCCl)CCCl.Cl. Drug 2: CCC1(C2=C(COC1=O)C(=O)N3CC4=CC5=C(C=CC(=C5CN(C)C)O)N=C4C3=C2)O.Cl. Cell line: CAKI-1. Synergy scores: CSS=55.3, Synergy_ZIP=-5.73, Synergy_Bliss=-2.85, Synergy_Loewe=-0.240, Synergy_HSA=2.33. (5) Drug 1: CC1OCC2C(O1)C(C(C(O2)OC3C4COC(=O)C4C(C5=CC6=C(C=C35)OCO6)C7=CC(=C(C(=C7)OC)O)OC)O)O. Drug 2: CC1C(C(=O)NC(C(=O)N2CCCC2C(=O)N(CC(=O)N(C(C(=O)O1)C(C)C)C)C)C(C)C)NC(=O)C3=C4C(=C(C=C3)C)OC5=C(C(=O)C(=C(C5=N4)C(=O)NC6C(OC(=O)C(N(C(=O)CN(C(=O)C7CCCN7C(=O)C(NC6=O)C(C)C)C)C)C(C)C)C)N)C. Cell line: UO-31. Synergy scores: CSS=13.9, Synergy_ZIP=-3.78, Synergy_Bliss=0.735, Synergy_Loewe=-0.157, Synergy_HSA=-0.398. (6) Drug 1: C1=C(C(=O)NC(=O)N1)F. Drug 2: C(CN)CNCCSP(=O)(O)O. Cell line: HS 578T. Synergy scores: CSS=39.5, Synergy_ZIP=6.04, Synergy_Bliss=7.20, Synergy_Loewe=-4.44, Synergy_HSA=7.29. (7) Drug 1: CN1C(=O)N2C=NC(=C2N=N1)C(=O)N. Drug 2: CC1CCCC2(C(O2)CC(NC(=O)CC(C(C(=O)C(C1O)C)(C)C)O)C(=CC3=CSC(=N3)C)C)C. Cell line: EKVX. Synergy scores: CSS=16.4, Synergy_ZIP=-6.21, Synergy_Bliss=7.34, Synergy_Loewe=-18.4, Synergy_HSA=3.12. (8) Drug 1: CCC1=CC2CC(C3=C(CN(C2)C1)C4=CC=CC=C4N3)(C5=C(C=C6C(=C5)C78CCN9C7C(C=CC9)(C(C(C8N6C)(C(=O)OC)O)OC(=O)C)CC)OC)C(=O)OC.C(C(C(=O)O)O)(C(=O)O)O. Drug 2: COC1=CC(=CC(=C1O)OC)C2C3C(COC3=O)C(C4=CC5=C(C=C24)OCO5)OC6C(C(C7C(O6)COC(O7)C8=CC=CS8)O)O. Cell line: NCI-H522. Synergy scores: CSS=53.1, Synergy_ZIP=-7.85, Synergy_Bliss=-6.94, Synergy_Loewe=-4.42, Synergy_HSA=-1.92.